From a dataset of Full USPTO retrosynthesis dataset with 1.9M reactions from patents (1976-2016). Predict the reactants needed to synthesize the given product. (1) Given the product [CH:12]1([N:17]2[CH2:22][CH2:21][CH:20]([O:23][C:24]3[N:29]=[CH:28][C:27]([N:31]4[CH:36]=[CH:35][CH:34]=[CH:33][C:32]4=[O:37])=[CH:26][N:25]=3)[CH2:19][CH2:18]2)[CH2:16][CH2:15][CH2:14][CH2:13]1, predict the reactants needed to synthesize it. The reactants are: C(=O)([O-])[O-].[K+].[K+].CN(C=O)C.[CH:12]1([N:17]2[CH2:22][CH2:21][CH:20]([O:23][C:24]3[N:29]=[CH:28][C:27](Br)=[CH:26][N:25]=3)[CH2:19][CH2:18]2)[CH2:16][CH2:15][CH2:14][CH2:13]1.[NH:31]1[CH:36]=[CH:35][CH:34]=[CH:33][C:32]1=[O:37]. (2) The reactants are: [C:1]([O:5][C:6]([N:8]1[CH2:13][CH2:12][C:11]2[N:14]([CH3:45])[C:15]([C:17]3[C:22]([C:23]#[C:24][C:25]4[CH:30]=[CH:29][CH:28]=[C:27]([NH:31][C:32]([O:34]C5C=CC([N+]([O-])=O)=CC=5)=O)[CH:26]=4)=[CH:21][N:20]=[C:19]([NH2:44])[N:18]=3)=[CH:16][C:10]=2[C:9]1=[O:46])=[O:7])([CH3:4])([CH3:3])[CH3:2].[CH2:47]([N:49]([CH2:53][CH3:54])[CH2:50][CH2:51][NH2:52])[CH3:48].CCOC(C)=O.CO. Given the product [C:1]([O:5][C:6]([N:8]1[CH2:13][CH2:12][C:11]2[N:14]([CH3:45])[C:15]([C:17]3[C:22]([C:23]#[C:24][C:25]4[CH:30]=[CH:29][CH:28]=[C:27]([NH:31][C:32]([NH:52][CH2:51][CH2:50][N:49]([CH2:53][CH3:54])[CH2:47][CH3:48])=[O:34])[CH:26]=4)=[CH:21][N:20]=[C:19]([NH2:44])[N:18]=3)=[CH:16][C:10]=2[C:9]1=[O:46])=[O:7])([CH3:3])([CH3:2])[CH3:4], predict the reactants needed to synthesize it. (3) Given the product [Cl:34][C:35]1[CH:36]=[CH:37][C:38]([C:20]2[CH:21]=[CH:22][CH:23]=[CH:24][C:19]=2[C:17]([C:14]2[CH:13]=[CH:12][C:11]([CH2:1][CH2:2][CH2:3][CH2:4][CH2:5][CH2:6][CH2:7][CH2:8][CH2:9][CH3:10])=[CH:16][CH:15]=2)=[O:18])=[C:39]([C:41](=[O:42])[C:43]2[CH:48]=[CH:47][C:46]([CH2:49][CH2:50][CH2:51][CH2:52][CH2:53][CH2:54][CH2:55][CH2:56][CH2:57][CH3:58])=[CH:45][CH:44]=2)[CH:40]=1, predict the reactants needed to synthesize it. The reactants are: [CH2:1]([C:11]1[CH:16]=[CH:15][C:14]([C:17]([C:19]2[CH:24]=[CH:23][CH:22]=[CH:21][C:20]=2B2OC(C)(C)C(C)(C)O2)=[O:18])=[CH:13][CH:12]=1)[CH2:2][CH2:3][CH2:4][CH2:5][CH2:6][CH2:7][CH2:8][CH2:9][CH3:10].[Cl:34][C:35]1[CH:36]=[CH:37][C:38](I)=[C:39]([C:41]([C:43]2[CH:48]=[CH:47][C:46]([CH2:49][CH2:50][CH2:51][CH2:52][CH2:53][CH2:54][CH2:55][CH2:56][CH2:57][CH3:58])=[CH:45][CH:44]=2)=[O:42])[CH:40]=1.C([O-])([O-])=O.[K+].[K+]. (4) Given the product [CH2:1]([N:6]1[C:14]2[C:9](=[CH:10][CH:11]=[CH:12][CH:13]=2)[C:8]2([CH2:18][CH2:17]2)[C:7]1=[O:15])[CH2:2][CH2:3][CH2:4][CH3:5], predict the reactants needed to synthesize it. The reactants are: [CH2:1]([N:6]1[C:14]2[C:9](=[CH:10][CH:11]=[CH:12][CH:13]=2)[CH2:8][C:7]1=[O:15])[CH2:2][CH2:3][CH2:4][CH3:5].Br[CH2:17][CH2:18]Br.[H-].[Na+].[NH4+].[Cl-]. (5) The reactants are: [CH3:1][C:2]1[C:3]([C:7]([OH:9])=O)=[CH:4][NH:5][CH:6]=1.Cl.[CH2:11]([O:13][C:14](=[O:18])[CH2:15][CH2:16][NH2:17])[CH3:12].C(N(CC)CC)C.Cl.C(N=C=NCCCN(C)C)C. Given the product [CH3:1][C:2]1[C:3]([C:7]([NH:17][CH2:16][CH2:15][C:14]([O:13][CH2:11][CH3:12])=[O:18])=[O:9])=[CH:4][NH:5][CH:6]=1, predict the reactants needed to synthesize it. (6) Given the product [CH3:23][O:22][CH:21]([O:24][CH3:25])[CH2:20][O:18][C:3]1[CH:6]=[C:7]([O:10][CH3:11])[CH:8]=[CH:9][C:2]=1[F:1], predict the reactants needed to synthesize it. The reactants are: [F:1][C:2]1[CH:9]=[CH:8][C:7]([O:10][CH3:11])=[CH:6][C:3]=1C=O.C1([OH:18])C=CC=CC=1.Br[CH2:20][CH:21]([O:24][CH3:25])[O:22][CH3:23].C(=O)([O-])[O-].[K+].[K+]. (7) Given the product [CH2:33]([O:32][C:30](=[O:31])[N:13]([C@@H:12]1[C@@H:8]([C:5]2[CH:6]=[CH:7][C:2]([Cl:1])=[CH:3][CH:4]=2)[CH2:9][N:10]([C:15]([CH:17]2[CH2:22][CH2:21][N:20]([C:23]([C:25]3([CH3:28])[CH2:27][CH2:26]3)=[O:24])[CH2:19][CH2:18]2)=[O:16])[CH2:11]1)[CH3:14])[CH2:34][CH2:35][CH3:36], predict the reactants needed to synthesize it. The reactants are: [Cl:1][C:2]1[CH:7]=[CH:6][C:5]([C@@H:8]2[C@@H:12]([NH:13][CH3:14])[CH2:11][N:10]([C:15]([CH:17]3[CH2:22][CH2:21][N:20]([C:23]([C:25]4([CH3:28])[CH2:27][CH2:26]4)=[O:24])[CH2:19][CH2:18]3)=[O:16])[CH2:9]2)=[CH:4][CH:3]=1.Cl[C:30]([O:32][CH2:33][CH2:34][CH2:35][CH3:36])=[O:31].